From a dataset of Peptide-MHC class II binding affinity with 134,281 pairs from IEDB. Regression. Given a peptide amino acid sequence and an MHC pseudo amino acid sequence, predict their binding affinity value. This is MHC class II binding data. (1) The peptide sequence is EKKYFLATQFEPLAA. The MHC is HLA-DQA10501-DQB10201 with pseudo-sequence HLA-DQA10501-DQB10201. The binding affinity (normalized) is 0.588. (2) The peptide sequence is DLVAYGGSWKLEGRW. The MHC is HLA-DQA10501-DQB10302 with pseudo-sequence HLA-DQA10501-DQB10302. The binding affinity (normalized) is 0.292.